This data is from Catalyst prediction with 721,799 reactions and 888 catalyst types from USPTO. The task is: Predict which catalyst facilitates the given reaction. (1) Reactant: [Br:1][C:2]1[CH:11]=[C:10]2[C:5]([C:6](=[O:31])[N:7]([CH3:30])[C:8]([C:12]3[CH:17]=[CH:16][C:15]([O:18][CH2:19][CH2:20][CH2:21][N:22]4[CH2:27][CH2:26][CH2:25][CH2:24][CH2:23]4)=[CH:14][C:13]=3[O:28]C)=[N:9]2)=[CH:4][CH:3]=1.B(F)(F)F.[OH-].[Na+]. Product: [Br:1][C:2]1[CH:11]=[C:10]2[C:5]([C:6](=[O:31])[N:7]([CH3:30])[C:8]([C:12]3[CH:17]=[CH:16][C:15]([O:18][CH2:19][CH2:20][CH2:21][N:22]4[CH2:27][CH2:26][CH2:25][CH2:24][CH2:23]4)=[CH:14][C:13]=3[OH:28])=[N:9]2)=[CH:4][CH:3]=1. The catalyst class is: 124. (2) Reactant: [CH3:1][C:2]1[N:7]=[C:6]([NH:8][C:9]2[CH:14]=[CH:13][CH:12]=[CH:11][CH:10]=2)[C:5]([C:15](=[O:28])[CH2:16][CH2:17][C:18]2[CH:19]=[N:20][C:21]([S:24]([CH3:27])(=[O:26])=[O:25])=[CH:22][CH:23]=2)=[CH:4][CH:3]=1.CC1N=C(NC2C=CC=CC=2)C([C:43](=[O:55])[CH2:44]CC2C=NC(S(C)=O)=CC=2)=CC=1.C1C[O:59][CH2:58]C1. Product: [CH3:58][O:59][C:43]([C:44]1[N:8]([C:9]2[CH:14]=[CH:13][CH:12]=[CH:11][CH:10]=2)[C:6]2[C:5]([C:15](=[O:28])[C:16]=1[CH2:17][C:18]1[CH:19]=[N:20][C:21]([S:24]([CH3:27])(=[O:26])=[O:25])=[CH:22][CH:23]=1)=[CH:4][CH:3]=[C:2]([CH3:1])[N:7]=2)=[O:55]. The catalyst class is: 11. (3) Reactant: [N:1]1[CH:6]=[CH:5][CH:4]=[CH:3][C:2]=1[C:7]1[N:11]=[C:10]([C:12]2[CH:17]=[C:16]([OH:18])[CH:15]=[C:14]([C:19]#[N:20])[CH:13]=2)[O:9][N:8]=1.[C:21](=[O:24])([O-])[O-].[K+].[K+].Br[CH2:28]C. Product: [N:1]1[CH:6]=[CH:5][CH:4]=[CH:3][C:2]=1[C:7]1[N:11]=[C:10]([C:12]2[CH:17]=[C:16]([O:18][CH2:28][CH2:21][OH:24])[CH:15]=[C:14]([C:19]#[N:20])[CH:13]=2)[O:9][N:8]=1. The catalyst class is: 204. (4) Reactant: [CH2:1]([C:5]1[C:10]([CH2:11][C:12]2[CH:17]=[C:16]([CH2:18][CH2:19][CH3:20])[C:15]([O:21][Si](C(C)(C)C)(C)C)=[C:14]([CH2:29][CH2:30][CH3:31])[CH:13]=2)=[C:9]([O:32][CH2:33][CH2:34][O:35][CH3:36])[N:8]=[C:7]([CH3:37])[N:6]=1)[CH2:2][CH2:3][CH3:4].[F-].C([N+](CCCC)(CCCC)CCCC)CCC.O. Product: [CH2:1]([C:5]1[C:10]([CH2:11][C:12]2[CH:17]=[C:16]([CH2:18][CH2:19][CH3:20])[C:15]([OH:21])=[C:14]([CH2:29][CH2:30][CH3:31])[CH:13]=2)=[C:9]([O:32][CH2:33][CH2:34][O:35][CH3:36])[N:8]=[C:7]([CH3:37])[N:6]=1)[CH2:2][CH2:3][CH3:4]. The catalyst class is: 7. (5) Reactant: [CH2:1]([C:3]1([CH:13]=[N:14][S:15]([C:17]([CH3:20])([CH3:19])[CH3:18])=[O:16])[CH2:12][CH2:11][C:6]2([O:10][CH2:9][CH2:8][O:7]2)[CH2:5][CH2:4]1)[CH3:2].C(C1(C#N)CCC2(OCCO2)CC1)C.C1(CC2(C=NS(C(C)(C)C)=O)CCC3(OCCO3)CC2)CC1.[F:57][CH2:58][S:59]([C:62]1[CH:67]=[CH:66][CH:65]=[CH:64][CH:63]=1)(=[O:61])=[O:60].C[Si]([N-][Si](C)(C)C)(C)C.[Li+]. Product: [C:62]1([S:59]([CH:58]([F:57])[CH:13]([NH:14][S:15]([C:17]([CH3:19])([CH3:18])[CH3:20])=[O:16])[C:3]2([CH2:1][CH3:2])[CH2:4][CH2:5][C:6]3([O:7][CH2:8][CH2:9][O:10]3)[CH2:11][CH2:12]2)(=[O:61])=[O:60])[CH:63]=[CH:64][CH:65]=[CH:66][CH:67]=1. The catalyst class is: 7. (6) Reactant: [CH3:1][C:2]([CH3:34])([CH3:33])[C:3]([C:5]1[C:6]([CH2:25][C:26]([CH3:32])([CH3:31])[C:27]([O:29][CH3:30])=[O:28])=[C:7]([C:15](=[O:24])[C:16]2[CH:21]=[CH:20][C:19]([O:22][CH3:23])=[CH:18][CH:17]=2)[N:8]2[C:13]=1[CH:12]=[C:11]([OH:14])[CH:10]=[CH:9]2)=[O:4].Br[CH2:36][C:37]1[N:42]=[C:41]([N:43]2[C:51](=[O:52])[C:50]3[C:45](=[CH:46][CH:47]=[CH:48][CH:49]=3)[C:44]2=[O:53])[CH:40]=[CH:39][CH:38]=1.C(=O)([O-])[O-].[K+].[K+]. Product: [CH3:1][C:2]([CH3:34])([CH3:33])[C:3]([C:5]1[C:6]([CH2:25][C:26]([CH3:32])([CH3:31])[C:27]([O:29][CH3:30])=[O:28])=[C:7]([C:15](=[O:24])[C:16]2[CH:21]=[CH:20][C:19]([O:22][CH3:23])=[CH:18][CH:17]=2)[N:8]2[C:13]=1[CH:12]=[C:11]([O:14][CH2:36][C:37]1[CH:38]=[CH:39][CH:40]=[C:41]([N:43]3[C:44](=[O:53])[C:45]4[C:50](=[CH:49][CH:48]=[CH:47][CH:46]=4)[C:51]3=[O:52])[N:42]=1)[CH:10]=[CH:9]2)=[O:4]. The catalyst class is: 3. (7) Reactant: F[C:2]1[C:22]([F:23])=[CH:21][C:5]2[C:6]3[C:7](=[O:20])[C:8]([C:15]([O:17][CH2:18][CH3:19])=[O:16])=[CH:9][N:10]([CH3:14])[C:11]=3[CH:12]=[N:13][C:4]=2[CH:3]=1.[F:24][C:25]1[CH:30]=[CH:29][C:28]([N:31]2[CH2:36][CH2:35][NH:34][CH2:33][CH2:32]2)=[CH:27][CH:26]=1. Product: [F:23][C:22]1[C:2]([N:34]2[CH2:33][CH2:32][N:31]([C:28]3[CH:27]=[CH:26][C:25]([F:24])=[CH:30][CH:29]=3)[CH2:36][CH2:35]2)=[CH:3][C:4]2[N:13]=[CH:12][C:11]3[N:10]([CH3:14])[CH:9]=[C:8]([C:15]([O:17][CH2:18][CH3:19])=[O:16])[C:7](=[O:20])[C:6]=3[C:5]=2[CH:21]=1. The catalyst class is: 16. (8) Product: [CH3:1][C:2]1([CH3:3])[C:12]2[C:7](=[CH:8][CH:9]=[C:10]([CH3:13])[CH:11]=2)[CH2:6][CH2:5][CH2:4]1. The catalyst class is: 4. Reactant: [CH3:1][CH:2]([CH:4](O)[CH2:5][CH2:6][C:7]1[CH:12]=[CH:11][C:10]([CH3:13])=[CH:9][CH:8]=1)[CH3:3]. (9) Reactant: [CH3:1][N:2]1[CH:6]=[CH:5][C:4]([C:7]2[CH:8]=[N:9][NH:10][C:11]=2[NH2:12])=[N:3]1.[CH3:13][N:14]1[C:22]2[C:17](=[CH:18][C:19]([C:23](=O)[CH2:24][C:25](OCC)=[O:26])=[CH:20][CH:21]=2)[CH:16]=[N:15]1.CC1C=CC(S(O)(=O)=O)=CC=1. Product: [CH3:13][N:14]1[C:22]2[C:17](=[CH:18][C:19]([C:23]3[NH:12][C:11]4[N:10]([N:9]=[CH:8][C:7]=4[C:4]4[CH:5]=[CH:6][N:2]([CH3:1])[N:3]=4)[C:25](=[O:26])[CH:24]=3)=[CH:20][CH:21]=2)[CH:16]=[N:15]1. The catalyst class is: 114.